This data is from Reaction yield outcomes from USPTO patents with 853,638 reactions. The task is: Predict the reaction yield, written as a fraction of the theoretical maximum amount of product (1.0 means a 100% yield; for example, 0.34 means a 34% yield). The reactants are [C:1]([C:3]1[CH:4]=[C:5]2[C:9](=[CH:10][CH:11]=1)[NH:8][C:7](=[O:12])[CH2:6]2)#[N:2].[H-].[Na+].[CH2:15]([O:17][C:18](=[O:26])[C:19]1[CH:24]=[CH:23][C:22](Cl)=[N:21][CH:20]=1)[CH3:16].[NH4+].[Cl-]. The catalyst is CN(C)C=O.O. The product is [OH:12][C:7]1[NH:8][C:9]2[C:5]([C:6]=1[C:22]1[CH:23]=[CH:24][C:19]([C:18]([O:17][CH2:15][CH3:16])=[O:26])=[CH:20][N:21]=1)=[CH:4][C:3]([C:1]#[N:2])=[CH:11][CH:10]=2. The yield is 0.340.